This data is from Full USPTO retrosynthesis dataset with 1.9M reactions from patents (1976-2016). The task is: Predict the reactants needed to synthesize the given product. (1) Given the product [N+:8]([C:5]1[CH:6]=[CH:7][C:2]([NH:11][CH2:12][CH2:13][OH:14])=[N:3][CH:4]=1)([O-:10])=[O:9], predict the reactants needed to synthesize it. The reactants are: Cl[C:2]1[CH:7]=[CH:6][C:5]([N+:8]([O-:10])=[O:9])=[CH:4][N:3]=1.[NH2:11][CH2:12][CH2:13][OH:14]. (2) The reactants are: [F:1][C:2]1[CH:3]=[C:4]([C:9]2[C:17]3[C:12](=[CH:13][C:14]([OH:18])=[CH:15][CH:16]=3)[C:11](=[O:19])[C:10]=2[C:20]2[CH:21]=[N:22][CH:23]=[CH:24][CH:25]=2)[CH:5]=[C:6]([F:8])[CH:7]=1.BrC1C(=O)C2C(C=1C1C=CC=CC=1)=CC=C(O)C=2.O[CH2:45][CH2:46][CH2:47][N:48]1[CH2:53][CH2:52][N:51]([C:54]([O:56][C:57]([CH3:60])([CH3:59])[CH3:58])=[O:55])[CH2:50][CH2:49]1.C1C=CC(P(C2C=CC=CC=2)C2C=CC=CC=2)=CC=1.CC(OC(/N=N/C(OC(C)C)=O)=O)C. Given the product [F:8][C:6]1[CH:5]=[C:4]([C:9]2[C:17]3[C:12](=[CH:13][C:14]([O:18][CH2:45][CH2:46][CH2:47][N:48]4[CH2:53][CH2:52][N:51]([C:54]([O:56][C:57]([CH3:58])([CH3:60])[CH3:59])=[O:55])[CH2:50][CH2:49]4)=[CH:15][CH:16]=3)[C:11](=[O:19])[C:10]=2[C:20]2[CH:21]=[N:22][CH:23]=[CH:24][CH:25]=2)[CH:3]=[C:2]([F:1])[CH:7]=1, predict the reactants needed to synthesize it.